Dataset: Human intestinal absorption (HIA) binary classification data from Hou et al.. Task: Regression/Classification. Given a drug SMILES string, predict its absorption, distribution, metabolism, or excretion properties. Task type varies by dataset: regression for continuous measurements (e.g., permeability, clearance, half-life) or binary classification for categorical outcomes (e.g., BBB penetration, CYP inhibition). Dataset: hia_hou. (1) The drug is CN(C)CCCN1c2ccccc2CCc2ccc(Cl)cc21. The result is 1 (good absorption). (2) The compound is O=C1CN=C(c2ccccc2)c2cc([N+](=O)[O-])ccc2N1. The result is 1 (good absorption). (3) The drug is CCN(C)C(=O)Oc1cccc([C@@H](C)N(C)C)c1. The result is 1 (good absorption). (4) The compound is CN1C[C@@H](C(=O)N[C@]2(C)O[C@@]3(O)[C@@H]4CCCN4C(=O)[C@@H](Cc4ccccc4)N3C2=O)C[C@@H]2c3cccc4[nH]cc(c34)C[C@@H]21. The result is 1 (good absorption). (5) The drug is CN1[C@H](CSCC(F)(F)F)Nc2cc(Cl)c(S(N)(=O)=O)cc2S1(=O)=O. The result is 1 (good absorption). (6) The molecule is Fc1ccc(C(c2ccc(F)cc2)N2CCN(CCCc3ccccc3)CC2)cc1. The result is 1 (good absorption).